Dataset: Reaction yield outcomes from USPTO patents with 853,638 reactions. Task: Predict the reaction yield, written as a fraction of the theoretical maximum amount of product (1.0 means a 100% yield; for example, 0.34 means a 34% yield). (1) The product is [F:1][C:2]1[CH:7]=[C:6]([CH3:8])[CH:5]=[CH:4][C:3]=1[NH:9][C:10]1[C:19]2[C:14](=[CH:15][C:16]([N:20]3[CH2:21][CH2:22][N:23]([CH2:29][CH2:28][OH:30])[CH2:24][CH2:25]3)=[CH:17][CH:18]=2)[N:13]=[N:12][C:11]=1[C:26]#[N:27]. The yield is 0.620. The reactants are [F:1][C:2]1[CH:7]=[C:6]([CH3:8])[CH:5]=[CH:4][C:3]=1[NH:9][C:10]1[C:19]2[C:14](=[CH:15][C:16]([N:20]3[CH2:25][CH2:24][NH:23][CH2:22][CH2:21]3)=[CH:17][CH:18]=2)[N:13]=[N:12][C:11]=1[C:26]#[N:27].[C:28](O)(=[O:30])[CH3:29].[Si](OCC=O)(C(C)(C)C)(C)C.C([BH3-])#N.[Na+].Cl. The catalyst is CO. (2) The reactants are [C:1]([C:3]1[CH:51]=[CH:50][C:6]2[N:7]([CH2:36][C:37]3[C:46]4[C:41](=[CH:42][CH:43]=[CH:44][CH:45]=4)[N:40]=[CH:39][C:38]=3[CH:47]3[CH2:49][CH2:48]3)[C:8](=[O:35])[C@@H:9]([NH:21][C:22](=[O:34])[C@@H:23]([N:25](C)[C:26](=O)OC(C)(C)C)[CH3:24])[C@H:10]([CH3:20])[N:11]([C:12]([CH:14]3[CH2:19][CH2:18][O:17][CH2:16][CH2:15]3)=[O:13])[C:5]=2[CH:4]=1)#[N:2].[ClH:52]. The catalyst is O1CCOCC1.CCOCC. The product is [ClH:52].[ClH:52].[C:1]([C:3]1[CH:51]=[CH:50][C:6]2[N:7]([CH2:36][C:37]3[C:46]4[C:41](=[CH:42][CH:43]=[CH:44][CH:45]=4)[N:40]=[CH:39][C:38]=3[CH:47]3[CH2:49][CH2:48]3)[C:8](=[O:35])[C@@H:9]([NH:21][C:22](=[O:34])[C@@H:23]([NH:25][CH3:26])[CH3:24])[C@H:10]([CH3:20])[N:11]([C:12]([CH:14]3[CH2:19][CH2:18][O:17][CH2:16][CH2:15]3)=[O:13])[C:5]=2[CH:4]=1)#[N:2]. The yield is 0.810. (3) The reactants are FC(F)(F)C([N:5]1[CH2:11][CH:10]2[CH2:12][CH:7]([C:8]3[CH:16]=[C:15]([NH2:17])[C:14]([N+:18]([O-:20])=[O:19])=[CH:13][C:9]=32)[CH2:6]1)=O.[OH-].[Na+].CCOC(C)=O. The catalyst is CC#N.O. The product is [N+:18]([C:14]1[C:15]([NH2:17])=[CH:16][C:8]2[CH:7]3[CH2:12][CH:10]([CH2:11][NH:5][CH2:6]3)[C:9]=2[CH:13]=1)([O-:20])=[O:19]. The yield is 0.923. (4) The reactants are C(=O)([O-])[O-].[Cs+].[Cs+].Br[C:8]1[CH:9]=[C:10]2[C:15](=[CH:16][CH:17]=1)[N:14]=[C:13]([CH3:18])[C:12]([C:19]([CH:21]1[CH2:23][CH2:22]1)=[O:20])=[C:11]2[C:24]1[CH:29]=[CH:28][C:27]([S:30]([CH3:33])(=[O:32])=[O:31])=[CH:26][CH:25]=1.[NH:34]1[CH2:39][CH2:38][O:37][CH2:36][CH2:35]1. The catalyst is CC(O)(C)C.CCCCCCC.C1(P(C2CCCCC2)C2C=CC=CC=2C2C(C(C)C)=CC(C(C)C)=CC=2C(C)C)CCCCC1. The product is [CH:21]1([C:19]([C:12]2[C:13]([CH3:18])=[N:14][C:15]3[C:10]([C:11]=2[C:24]2[CH:25]=[CH:26][C:27]([S:30]([CH3:33])(=[O:32])=[O:31])=[CH:28][CH:29]=2)=[CH:9][C:8]([N:34]2[CH2:39][CH2:38][O:37][CH2:36][CH2:35]2)=[CH:17][CH:16]=3)=[O:20])[CH2:22][CH2:23]1. The yield is 0.510. (5) The reactants are Br[C:2]1[C:3]([CH3:22])=[C:4]([N:8]2[C:17](=[O:18])[C:16]3[C:11](=[CH:12][C:13]([F:19])=[CH:14][CH:15]=3)[N:10]([CH3:20])[C:9]2=[O:21])[CH:5]=[CH:6][CH:7]=1.[CH3:23][C:24]1([CH3:40])[C:28]([CH3:30])([CH3:29])[O:27][B:26]([B:26]2[O:27][C:28]([CH3:30])([CH3:29])[C:24]([CH3:40])([CH3:23])[O:25]2)[O:25]1.C([O-])(=O)C.[K+]. The catalyst is O1CCOCC1.CCOC(C)=O.C1C=CC(P(C2C=CC=CC=2)[C-]2C=CC=C2)=CC=1.C1C=CC(P(C2C=CC=CC=2)[C-]2C=CC=C2)=CC=1.Cl[Pd]Cl.[Fe+2].C(Cl)Cl. The product is [F:19][C:13]1[CH:12]=[C:11]2[C:16]([C:17](=[O:18])[N:8]([C:4]3[CH:5]=[CH:6][CH:7]=[C:2]([B:26]4[O:27][C:28]([CH3:30])([CH3:29])[C:24]([CH3:40])([CH3:23])[O:25]4)[C:3]=3[CH3:22])[C:9](=[O:21])[N:10]2[CH3:20])=[CH:15][CH:14]=1. The yield is 0.560. (6) The reactants are [NH2:1][C:2]1[CH:3]=[C:4]([O:16][CH2:17][CH2:18][CH2:19][O:20][CH3:21])[CH:5]=[C:6]2[C:10]=1[NH:9][C:8]([C:11]([O:13][CH2:14][CH3:15])=[O:12])=[CH:7]2.[N:22]1[CH:27]=[CH:26][CH:25]=[CH:24][C:23]=1[S:28](Cl)(=[O:30])=[O:29]. The catalyst is N1C=CC=CC=1. The product is [CH3:21][O:20][CH2:19][CH2:18][CH2:17][O:16][C:4]1[CH:5]=[C:6]2[C:10](=[C:2]([NH:1][S:28]([C:23]3[CH:24]=[CH:25][CH:26]=[CH:27][N:22]=3)(=[O:30])=[O:29])[CH:3]=1)[NH:9][C:8]([C:11]([O:13][CH2:14][CH3:15])=[O:12])=[CH:7]2. The yield is 0.900.